This data is from Full USPTO retrosynthesis dataset with 1.9M reactions from patents (1976-2016). The task is: Predict the reactants needed to synthesize the given product. (1) Given the product [Br:1][C:2]1[CH:3]=[C:4]2[C:9](=[CH:10][C:11]=1[O:12][CH3:13])[N:8]=[C:7]([C:14]1[CH:19]=[CH:18][CH:17]=[C:16]([C:20]([F:23])([F:21])[F:22])[CH:15]=1)[C:6]([CH3:24])=[C:5]2[C:25]([O:27][CH3:28])=[O:26], predict the reactants needed to synthesize it. The reactants are: [Br:1][C:2]1[CH:3]=[C:4]2[C:9](=[CH:10][C:11]=1[O:12][CH3:13])[N:8]=[C:7]([C:14]1[CH:19]=[CH:18][CH:17]=[C:16]([C:20]([F:23])([F:22])[F:21])[CH:15]=1)[C:6]([CH3:24])=[C:5]2[C:25]([OH:27])=[O:26].[CH3:28]S(C)=O.C(=O)([O-])[O-].[Cs+].[Cs+].CI. (2) Given the product [OH:62][CH2:61][C@H:60]([NH:59][C:34](=[O:35])[C:33]1[C:37]([CH3:39])=[CH:38][C:30]([O:29][CH2:28][CH2:27][CH2:26][CH:23]2[CH2:24][CH2:25][N:20]([C:17]3[N:16]=[CH:15][C:14]([CH:11]([CH3:12])[CH3:13])=[CH:19][N:18]=3)[CH2:21][CH2:22]2)=[CH:31][C:32]=1[CH3:40])[CH3:63], predict the reactants needed to synthesize it. The reactants are: C1C=NC2N(O)N=NC=2C=1.[CH:11]([C:14]1[CH:15]=[N:16][C:17]([N:20]2[CH2:25][CH2:24][CH:23]([CH2:26][CH2:27][CH2:28][O:29][C:30]3[CH:38]=[C:37]([CH3:39])[C:33]([C:34](O)=[O:35])=[C:32]([CH3:40])[CH:31]=3)[CH2:22][CH2:21]2)=[N:18][CH:19]=1)([CH3:13])[CH3:12].CCN=C=NCCCN(C)C.CCN(CC)CC.[NH2:59][C@H:60]([CH3:63])[CH2:61][OH:62].